From a dataset of CYP2C9 inhibition data for predicting drug metabolism from PubChem BioAssay. Regression/Classification. Given a drug SMILES string, predict its absorption, distribution, metabolism, or excretion properties. Task type varies by dataset: regression for continuous measurements (e.g., permeability, clearance, half-life) or binary classification for categorical outcomes (e.g., BBB penetration, CYP inhibition). Dataset: cyp2c9_veith. (1) The molecule is COc1ccc(OCCn2c(C)c(/C=N/n3cnnc3)c3ccccc32)cc1. The result is 1 (inhibitor). (2) The result is 0 (non-inhibitor). The drug is O=C(c1ccco1)N1CCC[C@@]2(CCN(Cc3ccccc3)C2)C1. (3) The molecule is CN(C)CCC[C@@H]1c2ccccc2Oc2ccc(C(F)(F)F)cc21. The result is 0 (non-inhibitor). (4) The molecule is O=C1CC(c2ccc3c(c2)OCO3)Sc2nc3ccccc3n21. The result is 1 (inhibitor).